This data is from Reaction yield outcomes from USPTO patents with 853,638 reactions. The task is: Predict the reaction yield, written as a fraction of the theoretical maximum amount of product (1.0 means a 100% yield; for example, 0.34 means a 34% yield). (1) The reactants are [C:1]([O:5][C:6]([C:8]1([C:16](OS(C(F)(F)F)(=O)=O)=[CH2:17])[CH2:13][O:12][C:11]([CH3:15])([CH3:14])[O:10][CH2:9]1)=[O:7])([CH3:4])([CH3:3])[CH3:2].C(N(CCCC)CCCC)CCC.C(O)=O.C(OCC)(=O)C. The catalyst is CN(C)C=O.Cl[Pd](Cl)([P](C1C=CC=CC=1)(C1C=CC=CC=1)C1C=CC=CC=1)[P](C1C=CC=CC=1)(C1C=CC=CC=1)C1C=CC=CC=1.O. The product is [C:1]([O:5][C:6]([C:8]1([CH:16]=[CH2:17])[CH2:13][O:12][C:11]([CH3:15])([CH3:14])[O:10][CH2:9]1)=[O:7])([CH3:4])([CH3:3])[CH3:2]. The yield is 0.450. (2) The reactants are [I-].[CH3:2][S+](C)(C)=O.[H-].[Na+].[O:9]=[C:10]1[CH2:15][CH2:14][N:13]([C:16]([O:18][C:19]([CH3:22])([CH3:21])[CH3:20])=[O:17])[CH2:12][CH2:11]1. The catalyst is CS(C)=O. The product is [O:9]1[C:10]2([CH2:11][CH2:12][N:13]([C:16]([O:18][C:19]([CH3:22])([CH3:21])[CH3:20])=[O:17])[CH2:14][CH2:15]2)[CH2:2]1. The yield is 0.570.